From a dataset of Forward reaction prediction with 1.9M reactions from USPTO patents (1976-2016). Predict the product of the given reaction. (1) Given the reactants [NH:1]1[CH2:5][CH:4]=[CH:3][CH2:2]1.[C:6](O[C:6]([O:8][C:9]([CH3:12])([CH3:11])[CH3:10])=[O:7])([O:8][C:9]([CH3:12])([CH3:11])[CH3:10])=[O:7].ClC1C=C(C(OO)=[O:29])C=CC=1, predict the reaction product. The product is: [C:9]([O:8][C:6]([N:1]1[CH2:5][CH:4]2[CH:3]([O:29]2)[CH2:2]1)=[O:7])([CH3:12])([CH3:11])[CH3:10]. (2) Given the reactants [C:1]1([OH:7])[CH:6]=[CH:5][CH:4]=[CH:3][CH:2]=1.CC(C)([O-])C.[K+].I[C:15]1[CH:16]=[CH:17][C:18]2[N:19]([CH:21]=[C:22]([NH:24][C:25]([CH:27]3[CH2:29][CH2:28]3)=[O:26])[N:23]=2)[N:20]=1.C(=O)([O-])[O-].[K+].[K+], predict the reaction product. The product is: [O:7]([C:15]1[CH:16]=[CH:17][C:18]2[N:19]([CH:21]=[C:22]([NH:24][C:25]([CH:27]3[CH2:28][CH2:29]3)=[O:26])[N:23]=2)[N:20]=1)[C:1]1[CH:6]=[CH:5][CH:4]=[CH:3][CH:2]=1. (3) Given the reactants [Si]([O:18][CH2:19][C:20]1[CH:21]=[C:22]([O:36][CH:37]([F:39])[F:38])[C:23](=[O:35])[N:24]([CH2:26][C:27]2[CH:32]=[CH:31][C:30]([O:33][CH3:34])=[CH:29][CH:28]=2)[N:25]=1)(C(C)(C)C)(C1C=CC=CC=1)C1C=CC=CC=1.CCCC[N+](CCCC)(CCCC)CCCC.[F-], predict the reaction product. The product is: [F:39][CH:37]([F:38])[O:36][C:22]1[C:23](=[O:35])[N:24]([CH2:26][C:27]2[CH:32]=[CH:31][C:30]([O:33][CH3:34])=[CH:29][CH:28]=2)[N:25]=[C:20]([CH2:19][OH:18])[CH:21]=1. (4) Given the reactants F[C:2]1[C:23]([C:24]2[NH:28][C:27]([CH3:29])=[N:26][N:25]=2)=[CH:22][C:5]([C:6]([N:8]2[CH2:13][CH2:12][CH:11]([C:14]3[CH:21]=[CH:20][C:17]([C:18]#[N:19])=[CH:16][CH:15]=3)[CH2:10][CH2:9]2)=[O:7])=[C:4]([CH3:30])[CH:3]=1.CC1NC(C2C=C(C=CC=2F)C([N:43]2[CH2:48][CH2:47][CH:46](C3C=CC(C#N)=CC=3)[CH2:45][CH2:44]2)=O)=C(C)N=1.N1CCCCC1, predict the reaction product. The product is: [CH3:30][C:4]1[CH:3]=[C:2]([N:43]2[CH2:48][CH2:47][CH2:46][CH2:45][CH2:44]2)[C:23]([C:24]2[NH:28][C:27]([CH3:29])=[N:26][N:25]=2)=[CH:22][C:5]=1[C:6]([N:8]1[CH2:9][CH2:10][CH:11]([C:14]2[CH:21]=[CH:20][C:17]([C:18]#[N:19])=[CH:16][CH:15]=2)[CH2:12][CH2:13]1)=[O:7].